From a dataset of Full USPTO retrosynthesis dataset with 1.9M reactions from patents (1976-2016). Predict the reactants needed to synthesize the given product. (1) Given the product [CH2:15]([O:14][C:11]1[CH:12]=[CH:13][C:8]([C:6](=[O:7])[CH3:24])=[N:9][CH:10]=1)[C:16]1[CH:17]=[CH:18][CH:19]=[CH:20][CH:21]=1, predict the reactants needed to synthesize it. The reactants are: C[Li].CON(C)[C:6]([C:8]1[CH:13]=[CH:12][C:11]([O:14][CH2:15][C:16]2[CH:21]=[CH:20][CH:19]=[CH:18][CH:17]=2)=[CH:10][N:9]=1)=[O:7].O.[C:24](OCC)(=O)C. (2) Given the product [Cl:8][C:4]1[N:3]=[C:2]([N:9]2[CH2:14][CH2:13][CH:12]([C:15]([O:17][CH2:18][CH3:19])=[O:16])[CH2:11][CH2:10]2)[CH:7]=[N:6][CH:5]=1, predict the reactants needed to synthesize it. The reactants are: Cl[C:2]1[CH:7]=[N:6][CH:5]=[C:4]([Cl:8])[N:3]=1.[NH:9]1[CH2:14][CH2:13][CH:12]([C:15]([O:17][CH2:18][CH3:19])=[O:16])[CH2:11][CH2:10]1.C(N(CC)CC)C. (3) Given the product [C:14]([CH2:13][C:10]1[CH:11]=[CH:12][C:7]([NH:6][S:2]([CH3:1])(=[O:4])=[O:3])=[C:8]([F:17])[C:9]=1[CH3:16])#[N:15], predict the reactants needed to synthesize it. The reactants are: [CH3:1][S:2](Cl)(=[O:4])=[O:3].[NH2:6][C:7]1[CH:12]=[CH:11][C:10]([CH2:13][C:14]#[N:15])=[C:9]([CH3:16])[C:8]=1[F:17].Cl. (4) Given the product [C:1]([NH:7][C:8]1[NH:9][C:10](=[O:19])[C:11]2[CH:17]=[C:16]([C:25]3[CH:26]=[CH:27][C:22]([F:21])=[CH:23][CH:24]=3)[CH:15]=[N:14][C:12]=2[N:13]=1)(=[O:6])[C:2]([CH3:5])([CH3:4])[CH3:3], predict the reactants needed to synthesize it. The reactants are: [C:1]([NH:7][C:8]1[NH:9][C:10](=[O:19])[C:11]2[CH:17]=[C:16](Br)[CH:15]=[N:14][C:12]=2[N:13]=1)(=[O:6])[C:2]([CH3:5])([CH3:4])[CH3:3].O.[F:21][C:22]1[CH:27]=[CH:26][C:25](B(O)O)=[CH:24][CH:23]=1.C([O-])([O-])=O.[K+].[K+]. (5) Given the product [N:6]1[C:5]2[CH:7]=[CH:8][CH:9]=[CH:10][C:4]=2[NH:3][C:2]=1[NH:23][CH:17]1[C:18]2[C:13](=[C:12]([CH3:11])[CH:21]=[C:20]([CH3:22])[CH:19]=2)[CH2:14][CH2:15][CH2:16]1, predict the reactants needed to synthesize it. The reactants are: Cl[C:2]1[NH:3][C:4]2[CH:10]=[CH:9][CH:8]=[CH:7][C:5]=2[N:6]=1.[CH3:11][C:12]1[CH:21]=[C:20]([CH3:22])[CH:19]=[C:18]2[C:13]=1[CH2:14][CH2:15][CH2:16][CH:17]2[NH2:23]. (6) The reactants are: [Cl:1][C:2]1[CH:11]=[CH:10][C:9]2[NH:8][C:7](=[O:12])[C:6]3=[C:13]([CH3:16])[NH:14][N:15]=[C:5]3[C:4]=2[CH:3]=1.[C:17]([O:21][C:22]([N:24]1[CH2:29][CH2:28][CH2:27][CH2:26][CH:25]1[CH2:30][CH2:31]Br)=[O:23])([CH3:20])([CH3:19])[CH3:18].[H-].[Na+].[OH2:35]. Given the product [C:17]([O:21][C:22]([N:24]1[CH2:29][CH2:28][CH2:27][CH2:26][CH:25]1[CH2:30][CH2:31][N:8]1[C:9]2[CH:10]=[CH:11][C:2]([Cl:1])=[CH:3][C:4]=2[C:5]2=[N:15][N:14]([CH:10]3[CH2:11][CH2:2][CH2:3][CH2:4][O:35]3)[C:13]([CH3:16])=[C:6]2[C:7]1=[O:12])=[O:23])([CH3:20])([CH3:19])[CH3:18], predict the reactants needed to synthesize it. (7) Given the product [F:5][C:6]1[CH:11]=[C:10]([I:12])[CH:9]=[CH:8][C:7]=1[NH:13][C:14]1[N:15]([CH3:51])[C:16](=[O:50])[C:17]([CH3:49])=[C:18]2[C:23]=1[C:22](=[O:24])[NH:21][C:20](=[O:34])[N:19]2[C:35]1[CH:40]=[CH:39][CH:38]=[C:37]([C:41]([N:43]2[CH2:47][CH2:46][CH:45]([OH:48])[CH2:44]2)=[O:42])[CH:36]=1, predict the reactants needed to synthesize it. The reactants are: [Cl-].[Al+3].[Cl-].[Cl-].[F:5][C:6]1[CH:11]=[C:10]([I:12])[CH:9]=[CH:8][C:7]=1[NH:13][C:14]1[N:15]([CH3:51])[C:16](=[O:50])[C:17]([CH3:49])=[C:18]2[C:23]=1[C:22](=[O:24])[N:21](CC1C=CC(OC)=CC=1)[C:20](=[O:34])[N:19]2[C:35]1[CH:40]=[CH:39][CH:38]=[C:37]([C:41]([N:43]2[CH2:47][CH2:46][CH:45]([OH:48])[CH2:44]2)=[O:42])[CH:36]=1. (8) The reactants are: [Cl:1][C:2]1[CH:7]=[CH:6][C:5]([NH:8][C:9]([NH:11][C:12]2[CH:17]=[CH:16][C:15]([O:18][C:19]3[CH:24]=[CH:23][N:22]=[C:21](S(C)(=O)=O)[N:20]=3)=[CH:14][C:13]=2[F:29])=[O:10])=[CH:4][C:3]=1[C:30]([F:33])([F:32])[F:31].[NH2:34][CH2:35][CH2:36][CH2:37][OH:38]. Given the product [F:29][C:13]1[CH:14]=[C:15]([O:18][C:19]2[CH:24]=[CH:23][N:22]=[C:21]([NH:34][CH2:35][CH2:36][CH2:37][OH:38])[N:20]=2)[CH:16]=[CH:17][C:12]=1[NH:11][C:9]([NH:8][C:5]1[CH:6]=[CH:7][C:2]([Cl:1])=[C:3]([C:30]([F:33])([F:32])[F:31])[CH:4]=1)=[O:10], predict the reactants needed to synthesize it. (9) Given the product [Cl:11][C:8]1[CH:9]=[N:10][C:2]([O:19][C:17]2[CH:16]=[N:15][CH:14]=[C:13]([Cl:12])[CH:18]=2)=[C:3]([CH:7]=1)[C:4]([OH:6])=[O:5], predict the reactants needed to synthesize it. The reactants are: Cl[C:2]1[N:10]=[CH:9][C:8]([Cl:11])=[CH:7][C:3]=1[C:4]([OH:6])=[O:5].[Cl:12][C:13]1[CH:14]=[N:15][CH:16]=[C:17]([OH:19])[CH:18]=1.C(=O)([O-])[O-].[K+].[K+].